From a dataset of Forward reaction prediction with 1.9M reactions from USPTO patents (1976-2016). Predict the product of the given reaction. (1) Given the reactants [C:1]([O:5][C:6]([N:8]1[CH2:15][CH:14]2[N:16]([C:17](=[O:28])/[CH:18]=[CH:19]/[C:20]3[CH:25]=[CH:24][C:23]([Cl:26])=[CH:22][C:21]=3[NH2:27])[CH:10]([CH2:11][N:12]([CH2:29][C:30]3[CH:35]=[CH:34][C:33]([F:36])=[CH:32][CH:31]=3)[CH2:13]2)[CH2:9]1)=[O:7])([CH3:4])([CH3:3])[CH3:2].CCN(CC)CC.[C:44](Cl)(=[O:46])[CH3:45].C([O-])([O-])=O.[Na+].[Na+], predict the reaction product. The product is: [C:1]([O:5][C:6]([N:8]1[CH2:9][CH:10]2[N:16]([C:17](=[O:28])/[CH:18]=[CH:19]/[C:20]3[CH:25]=[CH:24][C:23]([Cl:26])=[CH:22][C:21]=3[NH:27][C:44](=[O:46])[CH3:45])[CH:14]([CH2:13][N:12]([CH2:29][C:30]3[CH:31]=[CH:32][C:33]([F:36])=[CH:34][CH:35]=3)[CH2:11]2)[CH2:15]1)=[O:7])([CH3:4])([CH3:2])[CH3:3]. (2) Given the reactants [N+:1]([C:4]1[CH:9]=[CH:8][C:7](/[CH:10]=[C:11](\[CH3:17])/[C:12]([O:14][CH2:15][CH3:16])=[O:13])=[CH:6][CH:5]=1)([O-])=O.[Cl-].[NH4+], predict the reaction product. The product is: [NH2:1][C:4]1[CH:5]=[CH:6][C:7](/[CH:10]=[C:11](\[CH3:17])/[C:12]([O:14][CH2:15][CH3:16])=[O:13])=[CH:8][CH:9]=1. (3) Given the reactants [CH3:1][N:2]1[CH2:7][CH2:6][CH:5]=[C:4]([CH:8]=O)[CH2:3]1.O.[NH2:11][NH2:12], predict the reaction product. The product is: [CH3:1][N:2]1[CH2:7][CH2:6][CH:5]2[NH:11][N:12]=[CH:8][CH:4]2[CH2:3]1. (4) Given the reactants [OH:1][C:2]1[CH:3]=[CH:4][C:5]2[O:9][C@H:8]3[C@H:10]([C:11]([O:13][CH2:14][CH3:15])=[O:12])[C@H:7]3[C:6]=2[CH:16]=1.N[C@H]1[C@H]2[C@@H]1OC1C=CC(O[C:29]3[CH:38]=[CH:37][N:36]=[C:35]4[C:30]=3[CH2:31][CH2:32][C:33](=[O:39])[NH:34]4)=CC=12.FC1C=CN=C2C=1CCC(=O)N2.CC([O-])(C)C.[K+], predict the reaction product. The product is: [O:39]=[C:33]1[NH:34][C:35]2[N:36]=[CH:37][CH:38]=[C:29]([O:1][C:2]3[CH:3]=[CH:4][C:5]4[O:9][C@H:8]5[C@H:10]([C:11]([O:13][CH2:14][CH3:15])=[O:12])[C@H:7]5[C:6]=4[CH:16]=3)[C:30]=2[CH2:31][CH2:32]1. (5) Given the reactants [Br:1][C:2]1[CH:3]=[CH:4][C:5]([OH:19])=[C:6]([C:8]23[CH2:17][CH:12]4[CH2:13][CH:14]([CH2:16][CH:10]([C:11]4=[O:18])[CH2:9]2)[CH2:15]3)[CH:7]=1.[CH2:20](Br)[C:21]1[CH:26]=[CH:25][CH:24]=[CH:23][CH:22]=1.C([O-])([O-])=O.[K+].[K+], predict the reaction product. The product is: [CH2:20]([O:19][C:5]1[CH:4]=[CH:3][C:2]([Br:1])=[CH:7][C:6]=1[C:8]12[CH2:17][CH:12]3[CH2:13][CH:14]([CH2:16][CH:10]([C:11]3=[O:18])[CH2:9]1)[CH2:15]2)[C:21]1[CH:26]=[CH:25][CH:24]=[CH:23][CH:22]=1. (6) Given the reactants Br[CH2:2][C:3]([C:5]1[CH:10]=[CH:9][C:8]([F:11])=[CH:7][CH:6]=1)=O.[NH2:12][C:13]1[C:14]([C:19]([O:21][CH3:22])=[O:20])=[N:15][CH:16]=[CH:17][N:18]=1, predict the reaction product. The product is: [CH3:22][O:21][C:19]([C:14]1[C:13]2[N:18]([CH:2]=[C:3]([C:5]3[CH:10]=[CH:9][C:8]([F:11])=[CH:7][CH:6]=3)[N:12]=2)[CH:17]=[CH:16][N:15]=1)=[O:20]. (7) Given the reactants Br[C:2]1[C:10]2[O:9][C:8]3[C:11]([C:15]4[N:20]=[C:19]([C:21]5[CH:26]=[CH:25][CH:24]=[CH:23][CH:22]=5)[N:18]=[C:17]([C:27]5[CH:32]=[CH:31][CH:30]=[CH:29][CH:28]=5)[N:16]=4)=[CH:12][CH:13]=[CH:14][C:7]=3[C:6]=2[CH:5]=[CH:4][CH:3]=1.[C:33]1([C:52]2[CH:57]=[CH:56][CH:55]=[CH:54][CH:53]=2)[CH:38]=[CH:37][C:36]([NH:39][C:40]2[CH:45]=[CH:44][C:43]([C:46]3[CH:51]=[CH:50][CH:49]=[CH:48][CH:47]=3)=[CH:42][CH:41]=2)=[CH:35][CH:34]=1.N#N.P(C(C)(C)C)(C(C)(C)C)C(C)(C)C.CC([O-])(C)C.[Na+], predict the reaction product. The product is: [C:43]1([C:46]2[CH:47]=[CH:48][CH:49]=[CH:50][CH:51]=2)[CH:42]=[CH:41][C:40]([N:39]([C:36]2[CH:37]=[CH:38][C:33]([C:52]3[CH:57]=[CH:56][CH:55]=[CH:54][CH:53]=3)=[CH:34][CH:35]=2)[C:2]2[C:10]3[O:9][C:8]4[C:11]([C:15]5[N:20]=[C:19]([C:21]6[CH:26]=[CH:25][CH:24]=[CH:23][CH:22]=6)[N:18]=[C:17]([C:27]6[CH:32]=[CH:31][CH:30]=[CH:29][CH:28]=6)[N:16]=5)=[CH:12][CH:13]=[CH:14][C:7]=4[C:6]=3[CH:5]=[CH:4][CH:3]=2)=[CH:45][CH:44]=1.